Dataset: Forward reaction prediction with 1.9M reactions from USPTO patents (1976-2016). Task: Predict the product of the given reaction. (1) Given the reactants [C:1]([C:4]1[CH:27]=[CH:26][C:7]2[N:8]([C:11]3[CH:16]=[CH:15][CH:14]=[C:13]([N:17]4[CH2:22][CH2:21][N:20](C(=O)C)[CH2:19][CH2:18]4)[CH:12]=3)[CH:9]=[N:10][C:6]=2[CH:5]=1)(=[O:3])[CH3:2].[OH-].[Na+], predict the reaction product. The product is: [C:1]([C:4]1[CH:27]=[CH:26][C:7]2[N:8]([C:11]3[CH:16]=[CH:15][CH:14]=[C:13]([N:17]4[CH2:22][CH2:21][NH:20][CH2:19][CH2:18]4)[CH:12]=3)[CH:9]=[N:10][C:6]=2[CH:5]=1)(=[O:3])[CH3:2]. (2) Given the reactants [CH3:1][C:2]1[N:7]=[C:6]2[S:8][C:9]3[CH2:14][CH2:13][CH2:12][CH2:11][C:10]=3[C:5]2=[C:4]([C:15]2[CH:20]=[CH:19][CH:18]=[CH:17][C:16]=2[F:21])[C:3]=1[CH:22]([CH2:27][CH2:28][CH3:29])[C:23]([O:25]C)=[O:24].[OH-].[Na+], predict the reaction product. The product is: [CH3:1][C:2]1[N:7]=[C:6]2[S:8][C:9]3[CH2:14][CH2:13][CH2:12][CH2:11][C:10]=3[C:5]2=[C:4]([C:15]2[CH:20]=[CH:19][CH:18]=[CH:17][C:16]=2[F:21])[C:3]=1[CH:22]([CH2:27][CH2:28][CH3:29])[C:23]([OH:25])=[O:24]. (3) Given the reactants C(C1N=C(N2CCC(F)(F)C2)C2C(=NN(CC)N=2)N=1)(C)(C)C.[C:23]([C:27]1[N:28]=[C:29]([N:36]2[CH2:40][CH2:39][C:38]([F:42])([F:41])[CH2:37]2)[C:30]2[N:35]=[N:34][NH:33][C:31]=2[N:32]=1)([CH3:26])([CH3:25])[CH3:24].Br[CH2:44][C:45]([C:47]1[CH:52]=[CH:51][CH:50]=[CH:49][CH:48]=1)=[O:46], predict the reaction product. The product is: [C:23]([C:27]1[N:28]=[C:29]([N:36]2[CH2:40][CH2:39][C:38]([F:41])([F:42])[CH2:37]2)[C:30]2[C:31](=[N:33][N:34]([CH2:44][C:45]([C:47]3[CH:52]=[CH:51][CH:50]=[CH:49][CH:48]=3)=[O:46])[N:35]=2)[N:32]=1)([CH3:26])([CH3:24])[CH3:25]. (4) Given the reactants [Br:1][C:2]1[CH:7]=[CH:6][C:5]([S:8][CH:9]2[CH2:13][CH2:12][O:11][C:10]2=[O:14])=[CH:4][CH:3]=1.[OH-:15].[Na+].C(=O)(O)[O-].[Na+].[CH3:22]I, predict the reaction product. The product is: [Br:1][C:2]1[CH:3]=[CH:4][C:5]([S:8][CH:9]([CH2:13][CH2:12][OH:15])[C:10]([O:11][CH3:22])=[O:14])=[CH:6][CH:7]=1. (5) Given the reactants [C:1]([NH:4][C:5]1[S:6][C:7]([C:11]2[N:12]=[C:13]([C:16](Cl)=[O:17])[S:14][CH:15]=2)=[C:8]([CH3:10])[N:9]=1)(=[O:3])[CH3:2].[C@@H:19]12[O:28][C@@H:23]([O:24][C@H:25]1[CH2:26][OH:27])[CH2:22][NH:21][CH2:20]2.C(N(CC)CC)C, predict the reaction product. The product is: [OH:27][CH2:26][C@H:25]1[C@H:19]2[O:28][C@H:23]([CH2:22][N:21]([C:16]([C:13]3[S:14][CH:15]=[C:11]([C:7]4[S:6][C:5]([NH:4][C:1](=[O:3])[CH3:2])=[N:9][C:8]=4[CH3:10])[N:12]=3)=[O:17])[CH2:20]2)[O:24]1.